Task: Predict which catalyst facilitates the given reaction.. Dataset: Catalyst prediction with 721,799 reactions and 888 catalyst types from USPTO (1) Reactant: C(OC([NH:8][C@H:9]([CH2:25][OH:26])[CH2:10][CH2:11][CH2:12][CH2:13][NH:14][C:15](=[O:24])[O:16][CH2:17][C:18]1[CH:23]=[CH:22][CH:21]=[CH:20][CH:19]=1)=O)(C)(C)C.FC(F)(F)C(O)=O.C(O)C. Product: [NH2:8][C@H:9]([CH2:25][OH:26])[CH2:10][CH2:11][CH2:12][CH2:13][NH:14][C:15](=[O:24])[O:16][CH2:17][C:18]1[CH:23]=[CH:22][CH:21]=[CH:20][CH:19]=1. The catalyst class is: 6. (2) Reactant: [CH3:1][O:2][C:3](=[O:27])[CH2:4][O:5][C:6]1[CH:14]=[C:13]2[CH:15]=[CH:16][CH:17]=[CH:18][C:12]2=[C:11]2[C:7]=1[CH:8]=[C:9]([CH3:26])[N:10]2[CH2:19][CH:20]1[CH2:25][CH2:24][CH2:23][CH2:22][CH2:21]1.C1(C[N:35]2C3C(=C(OC)C=C4C=CC=CC4=3)C=C2C)CCCCC1.B(Br)(Br)Br.BrCC([O:59][CH3:60])=O.[C:61](=[O:64])([O-])[O-].[Cs+].[Cs+]. Product: [CH3:1][O:2][C:3](=[O:27])[CH2:4][O:5][C:6]1[CH:14]=[C:13]2[CH:15]=[CH:16][CH:17]=[CH:18][C:12]2=[C:11]2[C:7]=1[C:8]([C:61](=[O:64])[C:60]([NH2:35])=[O:59])=[C:9]([CH3:26])[N:10]2[CH2:19][CH:20]1[CH2:25][CH2:24][CH2:23][CH2:22][CH2:21]1. The catalyst class is: 34.